From a dataset of Peptide-MHC class II binding affinity with 134,281 pairs from IEDB. Regression. Given a peptide amino acid sequence and an MHC pseudo amino acid sequence, predict their binding affinity value. This is MHC class II binding data. (1) The binding affinity (normalized) is 0.608. The MHC is DRB1_1501 with pseudo-sequence DRB1_1501. The peptide sequence is IKDVLKYRWLNLSAN. (2) The peptide sequence is CTKEEFIAKVRSHAA. The MHC is DRB4_0103 with pseudo-sequence DRB4_0103. The binding affinity (normalized) is 0.710. (3) The peptide sequence is TPRYIPSTSISSSNI. The MHC is H-2-IAb with pseudo-sequence H-2-IAb. The binding affinity (normalized) is 0.458. (4) The peptide sequence is LRDDQRKVFRELVRN. The MHC is HLA-DQA10501-DQB10302 with pseudo-sequence HLA-DQA10501-DQB10302. The binding affinity (normalized) is 0. (5) The peptide sequence is NARILKNCVDAKMTE. The MHC is DRB1_1101 with pseudo-sequence DRB1_1101. The binding affinity (normalized) is 0.344. (6) The peptide sequence is SQDLELSWNLNGLTAY. The MHC is HLA-DQA10301-DQB10302 with pseudo-sequence HLA-DQA10301-DQB10302. The binding affinity (normalized) is 0.506. (7) The peptide sequence is SKAALTSKLDAAYKL. The MHC is DRB1_1501 with pseudo-sequence DRB1_1501. The binding affinity (normalized) is 0.402.